Dataset: Catalyst prediction with 721,799 reactions and 888 catalyst types from USPTO. Task: Predict which catalyst facilitates the given reaction. (1) Reactant: [F:1][C:2]1[C:11]2[NH:10][C:9]([C:12]([OH:14])=[O:13])=[CH:8][C:7](=O)[C:6]=2[C:5]([C:16]([OH:18])=O)=[CH:4][CH:3]=1.[NH2:19][NH2:20]. Product: [F:1][C:2]1[CH:3]=[CH:4][C:5]2[C:16](=[O:18])[NH:20][N:19]=[C:7]3[CH:8]=[C:9]([C:12]([OH:14])=[O:13])[NH:10][C:11]=1[C:6]=23. The catalyst class is: 14. (2) Reactant: C([O:3][C:4](=[O:22])[CH2:5][NH:6][C:7](=[O:21])[C:8]1[CH:13]=[CH:12][C:11]([NH:14][C:15]2[CH:20]=[CH:19][CH:18]=[CH:17][CH:16]=2)=[CH:10][CH:9]=1)C.CO.O.O[Li].O. Product: [C:15]1([NH:14][C:11]2[CH:12]=[CH:13][C:8]([C:7]([NH:6][CH2:5][C:4]([OH:22])=[O:3])=[O:21])=[CH:9][CH:10]=2)[CH:16]=[CH:17][CH:18]=[CH:19][CH:20]=1. The catalyst class is: 1. (3) Reactant: [CH:1]([CH:4]1[CH2:9][CH2:8][CH:7]([CH3:10])[CH2:6][CH:5]1[O:11][C:12]([CH:14]1[CH2:18][C:17](=[CH:19][C:20]2[CH:25]=[CH:24][CH:23]=[C:22]([F:26])[CH:21]=2)[CH2:16][N:15]1[C:27]([O:29][C:30]([CH3:33])([CH3:32])[CH3:31])=[O:28])=[O:13])([CH3:3])[CH3:2]. Product: [CH:1]([CH:4]1[CH2:9][CH2:8][CH:7]([CH3:10])[CH2:6][CH:5]1[O:11][C:12]([CH:14]1[CH2:18][CH:17]([CH2:19][C:20]2[CH:25]=[CH:24][CH:23]=[C:22]([F:26])[CH:21]=2)[CH2:16][N:15]1[C:27]([O:29][C:30]([CH3:33])([CH3:31])[CH3:32])=[O:28])=[O:13])([CH3:3])[CH3:2]. The catalyst class is: 802. (4) Reactant: [S:1]1[C:5]2[CH:6]=[CH:7][CH:8]=[CH:9][C:4]=2[N:3]=[C:2]1[NH:10][C@H:11]1[CH2:14][C@H:13]([NH:15][C:16](=[O:27])[C:17]([C:20]2[C:21](Cl)=[N:22][CH:23]=[CH:24][CH:25]=2)([OH:19])[CH3:18])[CH2:12]1.CC(C)([O-])C.[Na+]. Product: [S:1]1[C:5]2[CH:6]=[CH:7][CH:8]=[CH:9][C:4]=2[N:3]=[C:2]1[NH:10][C@H:11]1[CH2:14][C@H:13]([N:15]2[C:21]3=[N:22][CH:23]=[CH:24][CH:25]=[C:20]3[C@:17]([OH:19])([CH3:18])[C:16]2=[O:27])[CH2:12]1.[S:1]1[C:5]2[CH:6]=[CH:7][CH:8]=[CH:9][C:4]=2[N:3]=[C:2]1[NH:10][C@H:11]1[CH2:14][C@H:13]([N:15]2[C:21]3=[N:22][CH:23]=[CH:24][CH:25]=[C:20]3[C@@:17]([OH:19])([CH3:18])[C:16]2=[O:27])[CH2:12]1. The catalyst class is: 12. (5) Reactant: [CH3:1][O:2][C:3]1[CH:4]=[C:5]2[C:10](=[CH:11][CH:12]=1)[N:9]([CH3:13])[C:8](=[O:14])[CH:7]=[C:6]2[NH:15][CH:16]1[CH2:21][CH2:20][NH:19][CH2:18][CH2:17]1.C(N(C(C)C)CC)(C)C.[CH2:31]1[O:41][C:40]2[CH:39]=[CH:38][C:35]([CH2:36]Cl)=[CH:34][C:33]=2[O:32]1. Product: [O:41]1[C:40]2[CH:39]=[CH:38][C:35]([CH2:36][N:19]3[CH2:20][CH2:21][CH:16]([NH:15][C:6]4[C:5]5[C:10](=[CH:11][CH:12]=[C:3]([O:2][CH3:1])[CH:4]=5)[N:9]([CH3:13])[C:8](=[O:14])[CH:7]=4)[CH2:17][CH2:18]3)=[CH:34][C:33]=2[O:32][CH2:31]1. The catalyst class is: 85. (6) Reactant: [N+:1]([C:4]1[C:12]([O:13][CH3:14])=[C:11]([CH3:15])[C:10]([O:16][CH3:17])=[CH:9][C:5]=1[C:6]([OH:8])=O)([O-:3])=[O:2].C(Cl)(=O)C(Cl)=O.CC1[C:33](OC)=[CH:32][C:28](C(Cl)=O)=[C:27]([N+:36]([O-])=O)[C:26]=1[O:39]C.N1(CO)CCCC1. Product: [CH3:15][C:11]1[C:10]([O:16][CH3:17])=[CH:9][C:5]([C:6]([N:36]2[CH2:33][CH2:32][CH2:28][CH:27]2[CH2:26][OH:39])=[O:8])=[C:4]([N+:1]([O-:3])=[O:2])[C:12]=1[O:13][CH3:14]. The catalyst class is: 85. (7) Reactant: [NH2:1][C:2]1[CH:3]=[C:4]([CH:14]=[CH:15][C:16]=1[CH3:17])[C:5]([NH:7][C:8]1[CH:13]=[CH:12][CH:11]=[CH:10][CH:9]=1)=[O:6].[Cl:18][C:19]1[CH:20]=[C:21]([N:26]=[C:27]=[S:28])[CH:22]=[C:23]([Cl:25])[CH:24]=1. Product: [Cl:18][C:19]1[CH:20]=[C:21]([NH:26][C:27](=[S:28])[NH:1][C:2]2[CH:3]=[C:4]([CH:14]=[CH:15][C:16]=2[CH3:17])[C:5]([NH:7][C:8]2[CH:13]=[CH:12][CH:11]=[CH:10][CH:9]=2)=[O:6])[CH:22]=[C:23]([Cl:25])[CH:24]=1. The catalyst class is: 13.